This data is from Full USPTO retrosynthesis dataset with 1.9M reactions from patents (1976-2016). The task is: Predict the reactants needed to synthesize the given product. (1) Given the product [CH3:14][C:13]1[CH:12]=[CH:18][C:8]2[C:6](=[CH:5][CH:4]=[C:3]([C:2]([F:10])([F:11])[F:1])[CH:9]=2)[N:7]=1, predict the reactants needed to synthesize it. The reactants are: [F:1][C:2]([F:11])([F:10])[C:3]1[CH:9]=[CH:8][C:6]([NH2:7])=[CH:5][CH:4]=1.[C:12]1(Cl)[C:18](=O)C(Cl)=C(Cl)[C:14](=O)[C:13]=1Cl.Cl.C(=O)/C=C/C. (2) Given the product [NH2:11][C:12]1[CH:17]=[CH:16][C:15]([C:18]2[N:23]=[C:22]([N:24]3[CH2:29][CH2:28][O:27][CH2:26][CH2:25]3)[C:21]3=[CH:30][C:31]([C:33]([N:3]([CH3:4])[CH3:2])=[O:34])=[CH:32][N:20]3[N:19]=2)=[CH:14][CH:13]=1, predict the reactants needed to synthesize it. The reactants are: Cl.[CH3:2][NH:3][CH3:4].C(=O)([O-])[O-].[K+].[K+].[NH2:11][C:12]1[CH:17]=[CH:16][C:15]([C:18]2[N:23]=[C:22]([N:24]3[CH2:29][CH2:28][O:27][CH2:26][CH2:25]3)[C:21]3=[CH:30][C:31]([C:33](O)=[O:34])=[CH:32][N:20]3[N:19]=2)=[CH:14][CH:13]=1.CN(C(ON1N=NC2C=CC=CC1=2)=[N+](C)C)C.F[P-](F)(F)(F)(F)F.C(N(CC)CC)C. (3) Given the product [CH3:15][C:16]1([O:19][C:20]([N:22]2[CH2:23][CH2:24][CH:25]([N:28]([CH:29]3[CH2:31][CH2:30]3)[C:10](=[O:12])[C:9]3[CH:8]=[CH:7][C:6]([C:5]4[O:1][CH:2]=[N:3][CH:4]=4)=[CH:14][CH:13]=3)[CH2:26][CH2:27]2)=[O:21])[CH2:18][CH2:17]1, predict the reactants needed to synthesize it. The reactants are: [O:1]1[C:5]([C:6]2[CH:14]=[CH:13][C:9]([C:10]([OH:12])=O)=[CH:8][CH:7]=2)=[CH:4][N:3]=[CH:2]1.[CH3:15][C:16]1([O:19][C:20]([N:22]2[CH2:27][CH2:26][CH:25]([NH:28][CH:29]3[CH2:31][CH2:30]3)[CH2:24][CH2:23]2)=[O:21])[CH2:18][CH2:17]1. (4) Given the product [F:16][C:15]1[C:14]([NH:17][C:18]2[CH:23]=[CH:22][C:21]([I:24])=[CH:20][C:19]=2[F:25])=[C:13]([NH:26][S:5]([CH:1]2[CH2:4][CH2:3][CH2:2]2)(=[O:7])=[O:6])[C:12]([O:27][CH3:28])=[CH:11][C:10]=1[F:9], predict the reactants needed to synthesize it. The reactants are: [CH:1]1([S:5](Cl)(=[O:7])=[O:6])[CH2:4][CH2:3][CH2:2]1.[F:9][C:10]1[C:15]([F:16])=[C:14]([NH:17][C:18]2[CH:23]=[CH:22][C:21]([I:24])=[CH:20][C:19]=2[F:25])[C:13]([NH2:26])=[C:12]([O:27][CH3:28])[CH:11]=1. (5) Given the product [ClH:1].[NH2:13][CH2:14][C:15]1[CH:23]=[CH:22][CH:21]=[C:20]2[C:16]=1[C:17](=[O:34])[N:18]([C:25]1([CH3:33])[CH2:30][CH2:29][C:28](=[O:31])[NH:27][C:26]1=[O:32])[C:19]2=[O:24], predict the reactants needed to synthesize it. The reactants are: [ClH:1].CCOCC.C(OC(=O)[NH:13][CH2:14][C:15]1[CH:23]=[CH:22][CH:21]=[C:20]2[C:16]=1[C:17](=[O:34])[N:18]([C:25]1([CH3:33])[CH2:30][CH2:29][C:28](=[O:31])[NH:27][C:26]1=[O:32])[C:19]2=[O:24])(C)(C)C.